From a dataset of Peptide-MHC class II binding affinity with 134,281 pairs from IEDB. Regression. Given a peptide amino acid sequence and an MHC pseudo amino acid sequence, predict their binding affinity value. This is MHC class II binding data. (1) The peptide sequence is VLALGNQEGSLKTAL. The MHC is DRB1_0901 with pseudo-sequence DRB1_0901. The binding affinity (normalized) is 0.261. (2) The peptide sequence is LGASQRGVGVAQGGV. The MHC is DRB3_0101 with pseudo-sequence DRB3_0101. The binding affinity (normalized) is 0. (3) The peptide sequence is TFILDGDNLFPKV. The MHC is DRB1_0401 with pseudo-sequence DRB1_0401. The binding affinity (normalized) is 0.597. (4) The peptide sequence is KSSKPLVGPFNFRFMSKGGM. The MHC is HLA-DQA10301-DQB10302 with pseudo-sequence HLA-DQA10301-DQB10302. The binding affinity (normalized) is 0.